From a dataset of TCR-epitope binding with 47,182 pairs between 192 epitopes and 23,139 TCRs. Binary Classification. Given a T-cell receptor sequence (or CDR3 region) and an epitope sequence, predict whether binding occurs between them. (1) The epitope is YLQPRTFLL. The TCR CDR3 sequence is CASSERNSLEAFF. Result: 1 (the TCR binds to the epitope). (2) The epitope is IVTDFSVIK. The TCR CDR3 sequence is CASSQDRGSTEAFF. Result: 1 (the TCR binds to the epitope). (3) The epitope is EIYKRWII. The TCR CDR3 sequence is CASRENYEQYF. Result: 0 (the TCR does not bind to the epitope).